Dataset: Reaction yield outcomes from USPTO patents with 853,638 reactions. Task: Predict the reaction yield, written as a fraction of the theoretical maximum amount of product (1.0 means a 100% yield; for example, 0.34 means a 34% yield). (1) The reactants are [F:1][C:2]1[CH:15]=[CH:14][C:13]([O:16][CH3:17])=[CH:12][C:3]=1[CH:4]=[C:5]1[S:9]C(=S)N[C:6]1=[O:11].[OH-:18].[Na+]. No catalyst specified. The product is [F:1][C:2]1[CH:15]=[CH:14][C:13]([O:16][CH3:17])=[CH:12][C:3]=1/[CH:4]=[C:5](\[SH:9])/[C:6]([OH:18])=[O:11]. The yield is 1.00. (2) The reactants are FC(F)(F)C(O)=O.[O:8]1[CH:12]=[CH:11][CH:10]=[C:9]1[C:13]1[O:17][C:16]([C:18](=[O:28])[CH2:19][CH2:20][CH2:21][CH:22]2[CH2:27][CH2:26][NH:25][CH2:24][CH2:23]2)=[N:15][CH:14]=1.C(OC(N1[CH2:41][CH2:40][CH:39]([CH2:42][CH2:43][CH2:44][C:45](C2OC(C3OC=CC=3)=CN=2)=O)CC1)=O)(C)(C)C.C(O)(C(F)(F)F)=O. The catalyst is C(Cl)Cl. The product is [CH2:41]([N:25]1[CH2:26][CH2:27][CH:22]([CH2:21][CH2:20][CH2:19][C:18]([C:16]2[O:17][C:13]([C:9]3[O:8][CH:12]=[CH:11][CH:10]=3)=[CH:14][N:15]=2)=[O:28])[CH2:23][CH2:24]1)[C:40]1[CH:39]=[CH:42][CH:43]=[CH:44][CH:45]=1. The yield is 0.980. (3) The reactants are [F:1][C:2]1([F:31])[CH2:4][CH:3]1[CH2:5][O:6][C:7]1[CH:12]=[CH:11][C:10]([S:13]([CH2:16][CH3:17])(=[O:15])=[O:14])=[CH:9][C:8]=1[C:18]1[C:19]2[CH:28]=[C:27]([CH:29]=O)[NH:26][C:20]=2[C:21](=[O:25])[N:22]([CH3:24])[CH:23]=1.[N:32]1[CH:37]=[CH:36][C:35]([N:38]2[CH2:43][CH2:42][NH:41][CH2:40][CH2:39]2)=[CH:34][CH:33]=1. The catalyst is CO.[Cl-].[Zn+2].[Cl-]. The product is [F:1][C:2]1([F:31])[CH2:4][CH:3]1[CH2:5][O:6][C:7]1[CH:12]=[CH:11][C:10]([S:13]([CH2:16][CH3:17])(=[O:14])=[O:15])=[CH:9][C:8]=1[C:18]1[C:19]2[CH:28]=[C:27]([CH2:29][N:41]3[CH2:42][CH2:43][N:38]([C:35]4[CH:36]=[CH:37][N:32]=[CH:33][CH:34]=4)[CH2:39][CH2:40]3)[NH:26][C:20]=2[C:21](=[O:25])[N:22]([CH3:24])[CH:23]=1. The yield is 0.223.